This data is from Peptide-MHC class II binding affinity with 134,281 pairs from IEDB. The task is: Regression. Given a peptide amino acid sequence and an MHC pseudo amino acid sequence, predict their binding affinity value. This is MHC class II binding data. The peptide sequence is KRVVASLMRGLSSRK. The MHC is DRB3_0101 with pseudo-sequence DRB3_0101. The binding affinity (normalized) is 0.